Task: Predict the product of the given reaction.. Dataset: Forward reaction prediction with 1.9M reactions from USPTO patents (1976-2016) (1) Given the reactants [CH2:1]([O:8][C:9]([CH:11]([CH2:19][CH2:20][C@H:21]([NH:29][C:30]([O:32][C:33]([CH3:36])([CH3:35])[CH3:34])=[O:31])[C:22]([O:24][C:25]([CH3:28])([CH3:27])[CH3:26])=[O:23])[C:12]([O:14][C:15]([CH3:18])([CH3:17])[CH3:16])=[O:13])=[O:10])[C:2]1[CH:7]=[CH:6][CH:5]=[CH:4][CH:3]=1.[H-].[Na+].[CH2:39]([O:46][C:47]1[CH:54]=[CH:53][C:50]([CH2:51]Br)=[CH:49][CH:48]=1)[C:40]1[CH:45]=[CH:44][CH:43]=[CH:42][CH:41]=1, predict the reaction product. The product is: [CH2:39]([O:46][C:47]1[CH:48]=[CH:49][C:50]([CH2:51][C:11]([C:9]([O:8][CH2:1][C:2]2[CH:3]=[CH:4][CH:5]=[CH:6][CH:7]=2)=[O:10])([CH2:19][CH2:20][C@H:21]([NH:29][C:30]([O:32][C:33]([CH3:36])([CH3:35])[CH3:34])=[O:31])[C:22]([O:24][C:25]([CH3:26])([CH3:27])[CH3:28])=[O:23])[C:12]([O:14][C:15]([CH3:18])([CH3:17])[CH3:16])=[O:13])=[CH:53][CH:54]=1)[C:40]1[CH:41]=[CH:42][CH:43]=[CH:44][CH:45]=1. (2) Given the reactants [O:1]=[C:2]1[C:14]2[C:5](=[C:6]3[C:11](=[CH:12][CH:13]=2)[CH:10]([CH2:15]OS(C2C=CC(C)=CC=2)(=O)=O)[O:9][CH2:8][CH2:7]3)[CH2:4][O:3]1.[F:27][C:28]1[C:29]([CH2:38][C:39](=[O:46])[N:40]2[CH2:45][CH2:44][NH:43][CH2:42][CH2:41]2)=[CH:30][C:31]([O:36][CH3:37])=[C:32]([CH:35]=1)[C:33]#[N:34].N1(C2C=CC(CC(N3CCN(CC4C5C(=C6COC(=O)C6=CC=5)CCO4)CC3)=O)=CC=2)C=NN=N1, predict the reaction product. The product is: [F:27][C:28]1[C:29]([CH2:38][C:39](=[O:46])[N:40]2[CH2:41][CH2:42][N:43]([CH2:15][CH:10]3[C:11]4[C:6](=[C:5]5[CH2:4][O:3][C:2](=[O:1])[C:14]5=[CH:13][CH:12]=4)[CH2:7][CH2:8][O:9]3)[CH2:44][CH2:45]2)=[CH:30][C:31]([O:36][CH3:37])=[C:32]([CH:35]=1)[C:33]#[N:34]. (3) Given the reactants O1C2C=CC=CC=2N([CH2:11][CH2:12][CH2:13][NH:14][CH2:15][C@@H:16]2[O:30][C:20]3=[C:21]4[C:26](=[CH:27][CH:28]=[C:19]3[O:18][CH2:17]2)[N:25]=[C:24]([CH3:29])[CH:23]=[CH:22]4)CC1.C(OC(=O)N(C1OC2=C3C(=CC=C2OC1)N=C(C)C=C3)CCC=O)(C)(C)C.[Cl:58][C:59]1[CH:68]=[C:67]2[C:62]([CH2:63][CH2:64][CH2:65][NH:66]2)=[CH:61][C:60]=1[F:69], predict the reaction product. The product is: [Cl:58][C:59]1[CH:68]=[C:67]2[C:62]([CH2:63][CH2:64][CH2:65][N:66]2[CH2:11][CH2:12][CH2:13][NH:14][CH2:15][C@@H:16]2[O:30][C:20]3=[C:21]4[C:26](=[CH:27][CH:28]=[C:19]3[O:18][CH2:17]2)[N:25]=[C:24]([CH3:29])[CH:23]=[CH:22]4)=[CH:61][C:60]=1[F:69]. (4) Given the reactants [NH2:1][CH:2]1[C:7]2=[N:8][C:9]([C:13]3[CH:18]=[CH:17][N:16]=[CH:15][CH:14]=3)=[CH:10][C:11](=[O:12])[N:6]2[CH2:5][CH2:4][CH2:3]1.C(N(CC)CC)C.[CH3:26][N:27]1[C:31]2[CH:32]=[CH:33][C:34]([C:36](Cl)=[O:37])=[CH:35][C:30]=2[N:29]=[N:28]1.O, predict the reaction product. The product is: [CH3:26][N:27]1[C:31]2[CH:32]=[CH:33][C:34]([C:36]([NH:1][CH:2]3[C:7]4=[N:8][C:9]([C:13]5[CH:18]=[CH:17][N:16]=[CH:15][CH:14]=5)=[CH:10][C:11](=[O:12])[N:6]4[CH2:5][CH2:4][CH2:3]3)=[O:37])=[CH:35][C:30]=2[N:29]=[N:28]1. (5) Given the reactants C([O:5][N:6]=[C:7]1[C:16]2[C:11](=[CH:12][C:13](Br)=[CH:14][CH:15]=2)[O:10][C:9]([C:18]2[N:19]=[CH:20][C:21]3[C:26]([CH:27]=2)=[CH:25][CH:24]=[CH:23][CH:22]=3)=[CH:8]1)(C)(C)C.[CH3:28][O:29][C:30]1[CH:31]=[C:32]([C:36]#[CH:37])[CH:33]=[CH:34][CH:35]=1, predict the reaction product. The product is: [CH:20]1[C:21]2[C:26](=[CH:25][CH:24]=[CH:23][CH:22]=2)[CH:27]=[C:18]([C:9]2[O:10][C:11]3[C:16]([C:7](=[N:6][OH:5])[CH:8]=2)=[CH:15][CH:14]=[C:13]([C:37]#[C:36][C:32]2[CH:33]=[CH:34][CH:35]=[C:30]([O:29][CH3:28])[CH:31]=2)[CH:12]=3)[N:19]=1. (6) Given the reactants C(N(CC)CC)C.[C:8]([O:11][CH2:12][CH2:13][N:14]([C:21]([N:23]1[C:27]2[CH:28]=[C:29](OC)[CH:30]=[CH:31][C:26]=2[N:25]=[C:24]1[S:34]([CH2:36][C:37]1[C:42]([CH3:43])=[C:41]([O:44][CH3:45])[C:40]([CH3:46])=[CH:39][N:38]=1)=[O:35])=[O:22])[C:15]1[CH:20]=[CH:19][CH:18]=[CH:17][CH:16]=1)(=[O:10])[CH3:9].[O:47]1CCC[CH2:48]1, predict the reaction product. The product is: [C:8]([O:11][CH2:12][CH2:13][N:14]([C:21]([N:23]1[C:27]2[CH:28]=[CH:29][C:30]([O:47][CH3:48])=[CH:31][C:26]=2[N:25]=[C:24]1[S:34]([CH2:36][C:37]1[C:42]([CH3:43])=[C:41]([O:44][CH3:45])[C:40]([CH3:46])=[CH:39][N:38]=1)=[O:35])=[O:22])[C:15]1[CH:16]=[CH:17][CH:18]=[CH:19][CH:20]=1)(=[O:10])[CH3:9]. (7) The product is: [CH:29]([OH:30])=[O:28].[C:1]([C:5]1[CH:23]=[CH:22][C:8]([C:9]([NH:11][C:12]2[N:13]=[C:14]3[CH:19]=[CH:18][C:17]([C:32]4[NH:31][CH:35]=[CH:34][CH:33]=4)=[N:16][N:15]3[CH:21]=2)=[O:10])=[CH:7][CH:6]=1)([CH3:4])([CH3:3])[CH3:2]. Given the reactants [C:1]([C:5]1[CH:23]=[CH:22][C:8]([C:9]([NH:11][C:12]2[N:13]=[C:14]3[CH:19]=[CH:18][C:17](Cl)=[N:16][N:15]3[CH:21]=2)=[O:10])=[CH:7][CH:6]=1)([CH3:4])([CH3:3])[CH3:2].C([O:28][C:29]([N:31]1[CH:35]=[CH:34][CH:33]=[C:32]1B(O)O)=[O:30])(C)(C)C, predict the reaction product.